Dataset: Forward reaction prediction with 1.9M reactions from USPTO patents (1976-2016). Task: Predict the product of the given reaction. (1) Given the reactants [CH3:1][C:2]1[CH:7]=[CH:6][C:5]([C:8]2[O:9][CH:10]=[CH:11][N:12]=2)=[CH:4][C:3]=1[C:13]1[CH:18]=[CH:17][C:16]([NH2:19])=[CH:15][CH:14]=1.Cl.[N:21]([O-])=O.[Na+].[Cl:25][Sn]Cl, predict the reaction product. The product is: [Cl-:25].[CH3:1][C:2]1[CH:7]=[CH:6][C:5]([C:8]2[O:9][CH:10]=[CH:11][N:12]=2)=[CH:4][C:3]=1[C:13]1[CH:18]=[CH:17][C:16]([NH:19][NH3+:21])=[CH:15][CH:14]=1. (2) Given the reactants [Cl:1][CH2:2][C:3]([CH2:5]Cl)=O.[CH3:7][C:8]1[N:13]=[C:12]([NH2:14])[CH:11]=[CH:10][CH:9]=1, predict the reaction product. The product is: [Cl:1][CH2:2][C:3]1[N:14]=[C:12]2[CH:11]=[CH:10][CH:9]=[C:8]([CH3:7])[N:13]2[CH:5]=1. (3) Given the reactants [CH:1]([NH2:3])=O.[NH2:4][C:5]1[N:9]([CH2:10][CH2:11][CH2:12][CH2:13][CH2:14][CH2:15][CH2:16][CH3:17])[N:8]=[CH:7][C:6]=1[C:18]#[N:19].[NH2:20][C:21]1C(C#N)=CN(CCCCCCCC)[N:22]=1, predict the reaction product. The product is: [CH2:10]([N:9]1[C:5]2=[N:4][CH:21]=[N:20][C:1]([NH2:3])=[C:6]2[CH:7]=[N:8]1)[CH2:11][CH2:12][CH2:13][CH2:14][CH2:15][CH2:16][CH3:17].[CH2:10]([N:9]1[CH:5]=[C:6]2[C:7]([N:20]=[CH:21][N:22]=[C:18]2[NH2:19])=[N:8]1)[CH2:11][CH2:12][CH2:13][CH2:14][CH2:15][CH2:16][CH3:17]. (4) Given the reactants C(OC([N:8]1[CH:12]=[CH:11][C:10]([NH:13][S:14]([C:17]2[CH:22]=[C:21]([Br:23])[CH:20]=[CH:19][C:18]=2[O:24][CH3:25])(=[O:16])=[O:15])=[N:9]1)=O)(C)(C)C, predict the reaction product. The product is: [Br:23][C:21]1[CH:20]=[CH:19][C:18]([O:24][CH3:25])=[C:17]([S:14]([NH:13][C:10]2[CH:11]=[CH:12][NH:8][N:9]=2)(=[O:15])=[O:16])[CH:22]=1. (5) The product is: [Cl:11][C:12]1[CH:13]=[C:14]([S:43]([NH:46][C:9](=[O:10])[NH:8][CH:5]([CH3:7])[CH3:6])(=[O:45])=[O:44])[CH:15]=[CH:16][C:17]=1[CH2:18][S:19][C:20]1[N:21]([C:36]2[CH:41]=[CH:40][C:39]([F:42])=[CH:38][CH:37]=2)[C:22]([C:25]([C:28]2[CH:33]=[CH:32][C:31]([Cl:34])=[C:30]([Cl:35])[CH:29]=2)([CH3:27])[CH3:26])=[CH:23][N:24]=1. Given the reactants [Cl-].[Cl-].[Cl-].[Al+3].[CH:5]([N:8]=[C:9]=[O:10])([CH3:7])[CH3:6].[Cl:11][C:12]1[CH:13]=[C:14]([S:43]([NH2:46])(=[O:45])=[O:44])[CH:15]=[CH:16][C:17]=1[CH2:18][S:19][C:20]1[N:21]([C:36]2[CH:41]=[CH:40][C:39]([F:42])=[CH:38][CH:37]=2)[C:22]([C:25]([C:28]2[CH:33]=[CH:32][C:31]([Cl:34])=[C:30]([Cl:35])[CH:29]=2)([CH3:27])[CH3:26])=[CH:23][N:24]=1, predict the reaction product. (6) The product is: [C:1]([N:8]1[CH2:13][CH2:12][N:11]([C:21]([O:23][CH2:24][CH:25]2[C:26]3[C:31](=[CH:30][CH:29]=[CH:28][CH:27]=3)[C:32]3[C:37]2=[CH:36][CH:35]=[CH:34][CH:33]=3)=[O:22])[CH:10]([CH2:14][C:15]([OH:17])=[O:16])[CH2:9]1)([O:3][C:4]([CH3:5])([CH3:6])[CH3:7])=[O:2]. Given the reactants [C:1]([N:8]1[CH2:13][CH2:12][NH:11][CH:10]([CH2:14][C:15]([O:17]C)=[O:16])[CH2:9]1)([O:3][C:4]([CH3:7])([CH3:6])[CH3:5])=[O:2].[OH-].[Na+].[C:21](Cl)([O:23][CH2:24][CH:25]1[C:37]2[C:32](=[CH:33][CH:34]=[CH:35][CH:36]=2)[C:31]2[C:26]1=[CH:27][CH:28]=[CH:29][CH:30]=2)=[O:22].Cl, predict the reaction product. (7) Given the reactants [CH2:1]([C:3]1([CH2:8][CH2:9][OH:10])[O:7][CH2:6][CH2:5][O:4]1)C.[CH3:11][O:12]CC(=O)CC(OC)=O, predict the reaction product. The product is: [CH3:11][O:12][CH2:1][C:3]1([CH2:8][CH2:9][OH:10])[O:4][CH2:5][CH2:6][O:7]1.